From a dataset of Full USPTO retrosynthesis dataset with 1.9M reactions from patents (1976-2016). Predict the reactants needed to synthesize the given product. (1) Given the product [NH:1]1[C:9]2[C:4](=[C:5]([CH2:10][OH:11])[CH:6]=[CH:7][CH:8]=2)[CH2:3][CH2:2]1, predict the reactants needed to synthesize it. The reactants are: [NH:1]1[C:9]2[C:4](=[C:5]([CH2:10][OH:11])[CH:6]=[CH:7][CH:8]=2)[CH:3]=[CH:2]1.[BH3-]C#N.[Na+].O.C([O-])(O)=O.[Na+]. (2) Given the product [Br:13][C:14]1[CH:22]=[C:21]([CH2:23][C:24]#[N:25])[CH:20]=[CH:19][C:15]=1[CH2:16][OH:17], predict the reactants needed to synthesize it. The reactants are: C1N=CN(C(N2C=NC=C2)=O)C=1.[Br:13][C:14]1[CH:22]=[C:21]([CH2:23][C:24]#[N:25])[CH:20]=[CH:19][C:15]=1[C:16](O)=[O:17].[BH4-].[Na+].OS([O-])(=O)=O.[K+]. (3) Given the product [N:1]1[N:5]2[C:6]3[CH2:13][CH2:12][N:11]([C:14]4[CH:15]=[C:16]([CH:20]=[CH:21][CH:22]=4)[C:17]([NH:41][C:40]4[CH:42]=[CH:43][CH:44]=[C:38]([C:37]([F:36])([F:45])[F:46])[CH:39]=4)=[O:18])[CH2:10][C:7]=3[CH:8]=[N:9][C:4]2=[CH:3][CH:2]=1, predict the reactants needed to synthesize it. The reactants are: [N:1]1[N:5]2[C:6]3[CH2:13][CH2:12][N:11]([C:14]4[CH:15]=[C:16]([CH:20]=[CH:21][CH:22]=4)[C:17](O)=[O:18])[CH2:10][C:7]=3[CH:8]=[N:9][C:4]2=[CH:3][CH:2]=1.C(N(CC)CC)C.CCCP(=O)=O.[F:36][C:37]([F:46])([F:45])[C:38]1[CH:39]=[C:40]([CH:42]=[CH:43][CH:44]=1)[NH2:41]. (4) Given the product [I:1][C:2]1[CH:10]=[C:9]2[C:5]([CH:6]=[N:7][N:8]2[C:14]2[N:19]=[CH:18][N:17]=[C:16]([NH:20][C:21]3[C:22]([O:27][CH3:28])=[N:23][CH:24]=[CH:25][CH:26]=3)[CH:15]=2)=[CH:4][CH:3]=1, predict the reactants needed to synthesize it. The reactants are: [I:1][C:2]1[CH:10]=[C:9]2[C:5]([CH:6]=[N:7][NH:8]2)=[CH:4][CH:3]=1.[H-].[Na+].Cl[C:14]1[N:19]=[CH:18][N:17]=[C:16]([NH:20][C:21]2[C:22]([O:27][CH3:28])=[N:23][CH:24]=[CH:25][CH:26]=2)[CH:15]=1.